This data is from Peptide-MHC class I binding affinity with 185,985 pairs from IEDB/IMGT. The task is: Regression. Given a peptide amino acid sequence and an MHC pseudo amino acid sequence, predict their binding affinity value. This is MHC class I binding data. The peptide sequence is SELPQWLSANR. The MHC is HLA-B07:02 with pseudo-sequence HLA-B07:02. The binding affinity (normalized) is 0.214.